Dataset: Forward reaction prediction with 1.9M reactions from USPTO patents (1976-2016). Task: Predict the product of the given reaction. (1) Given the reactants [Br:1][C:2]1[CH:3]=[C:4]([CH:16]=[C:17]([Br:19])[CH:18]=1)[CH2:5][N:6]1[CH:11]=[CH:10][CH:9]=[C:8]([C:12]([OH:14])=O)[C:7]1=[O:15].Cl.[NH2:21][C@@H:22]([CH2:27][CH2:28][CH2:29][NH:30][C:31]([O:33][C:34]([CH3:37])([CH3:36])[CH3:35])=[O:32])[C:23]([O:25][CH3:26])=[O:24].CN(C(ON1N=NC2C=CC=CC1=2)=[N+](C)C)C.F[P-](F)(F)(F)(F)F, predict the reaction product. The product is: [C:34]([O:33][C:31]([NH:30][CH2:29][CH2:28][CH2:27][C@H:22]([NH:21][C:12]([C:8]1[C:7](=[O:15])[N:6]([CH2:5][C:4]2[CH:16]=[C:17]([Br:19])[CH:18]=[C:2]([Br:1])[CH:3]=2)[CH:11]=[CH:10][CH:9]=1)=[O:14])[C:23]([O:25][CH3:26])=[O:24])=[O:32])([CH3:36])([CH3:37])[CH3:35]. (2) The product is: [Cl:3][C:4]1[N:8]=[CH:7][N:6]([CH2:11][CH:12]2[CH2:14][CH2:13]2)[C:5]=1[CH3:9].[Cl:3][C:4]1[N:8]([CH2:11][CH:12]2[CH2:14][CH2:13]2)[CH:7]=[N:6][C:5]=1[CH3:9]. Given the reactants [H-].[Na+].[Cl:3][C:4]1[NH:8][CH:7]=[N:6][C:5]=1[CH3:9].Br[CH2:11][CH:12]1[CH2:14][CH2:13]1.O, predict the reaction product.